From a dataset of Catalyst prediction with 721,799 reactions and 888 catalyst types from USPTO. Predict which catalyst facilitates the given reaction. (1) Reactant: [NH2:1][C:2]1[C:18]([F:19])=[CH:17][C:16]([F:20])=[CH:15][C:3]=1[C:4]([NH:6][C:7]1[CH:12]=[CH:11][CH:10]=[C:9]([Br:13])[C:8]=1[CH3:14])=[O:5].Cl[C:22](Cl)([O:24]C(=O)OC(Cl)(Cl)Cl)Cl.C([O-])(O)=O.[Na+]. Product: [Br:13][C:9]1[C:8]([CH3:14])=[C:7]([N:6]2[C:4](=[O:5])[C:3]3[C:2](=[C:18]([F:19])[CH:17]=[C:16]([F:20])[CH:15]=3)[NH:1][C:22]2=[O:24])[CH:12]=[CH:11][CH:10]=1. The catalyst class is: 1. (2) Product: [NH2:1][C@H:2]([C:10]([NH:12][CH2:13][C:14]([NH:16][C@H:17]([C:22]([NH:24][C@@H:25]([C:33]([NH:35][C@H:36]([C:42]([OH:45])=[O:43])[CH2:37][CH2:38][CH2:39][CH2:40][NH2:41])=[O:34])[CH2:26][C:27]1[CH:32]=[CH:31][CH:30]=[CH:29][CH:28]=1)=[O:23])[CH2:18][C:19](=[O:21])[OH:20])=[O:15])=[O:11])[CH2:3][CH2:4][CH2:5][NH:6][C:7](=[NH:9])[NH2:8]. Reactant: [NH:1]1[C:42](=[O:43])[C@H:36]([CH2:37][CH2:38][CH2:39][CH2:40][NH2:41])[NH:35][C:33](=[O:34])[C@@H:25]([CH2:26][C:27]2[CH:32]=[CH:31][CH:30]=[CH:29][CH:28]=2)[NH:24][C:22](=[O:23])[C@H:17]([CH2:18][C:19](=[O:21])[OH:20])[NH:16][C:14](=[O:15])[CH2:13][NH:12][C:10](=[O:11])[C@@H:2]1[CH2:3][CH2:4][CH2:5][NH:6][C:7](=[NH:9])[NH2:8].C([O-])(O)=[O:45].[Na+]. The catalyst class is: 1. (3) Reactant: [CH2:1]([O:4][CH:5]1[CH2:14][CH2:13][C:8]2(OCC[O:9]2)[CH2:7][CH2:6]1)[CH2:2][CH3:3].Cl. Product: [CH2:1]([O:4][CH:5]1[CH2:14][CH2:13][C:8](=[O:9])[CH2:7][CH2:6]1)[CH2:2][CH3:3]. The catalyst class is: 30. (4) Reactant: Cl.[CH2:2]([O:4][C:5](=[O:8])[CH2:6][NH2:7])[CH3:3].[C:9]([O:13][CH2:14][CH3:15])(=[O:12])[CH:10]=[CH2:11].C(N(CC)CC)C. The catalyst class is: 8. Product: [CH2:2]([O:4][C:5]([CH2:6][NH:7][CH2:11][CH2:10][C:9]([O:13][CH2:14][CH3:15])=[O:12])=[O:8])[CH3:3]. (5) Reactant: [C:1]1([N:7]=[C:8]=[S:9])[CH:6]=[CH:5][CH:4]=[CH:3][CH:2]=1.C1COCC1.[CH2:15]([NH2:18])[CH2:16][NH2:17].Cl. Product: [NH2:17][CH2:16][CH2:15][NH:18][C:8]([NH:7][C:1]1[CH:6]=[CH:5][CH:4]=[CH:3][CH:2]=1)=[S:9]. The catalyst class is: 6. (6) Reactant: [C:1]([C:4]1[C:12]2[C:7](=[CH:8][CH:9]=[C:10]([C:13]#[C:14][Si](C)(C)C)[CH:11]=2)[N:6]([CH2:19][C:20]([N:22]2[CH2:26][C@H:25]([F:27])[CH2:24][C@H:23]2[C:28]([NH:30][CH2:31][C:32]2[CH:37]=[CH:36][CH:35]=[C:34]([Cl:38])[C:33]=2[F:39])=[O:29])=[O:21])[CH:5]=1)(=[O:3])[CH3:2].[F-].C([N+](CCCC)(CCCC)CCCC)CCC. Product: [C:1]([C:4]1[C:12]2[C:7](=[CH:8][CH:9]=[C:10]([C:13]#[CH:14])[CH:11]=2)[N:6]([CH2:19][C:20]([N:22]2[CH2:26][C@H:25]([F:27])[CH2:24][C@H:23]2[C:28]([NH:30][CH2:31][C:32]2[CH:37]=[CH:36][CH:35]=[C:34]([Cl:38])[C:33]=2[F:39])=[O:29])=[O:21])[CH:5]=1)(=[O:3])[CH3:2]. The catalyst class is: 1.